This data is from Catalyst prediction with 721,799 reactions and 888 catalyst types from USPTO. The task is: Predict which catalyst facilitates the given reaction. (1) Reactant: [CH2:1]([O:8][C:9]([NH:11][C@@H:12]([CH2:37][OH:38])[C:13]([N:15]1[CH2:19][CH2:18][CH2:17][C@H:16]1[C:20]([N:22]1[CH2:26][CH2:25][CH2:24][C@H:23]1[C:27]([NH:29][C@@H:30]([CH2:35][OH:36])[C:31]([O:33]C)=O)=[O:28])=[O:21])=[O:14])=[O:10])[C:2]1[CH:7]=[CH:6][CH:5]=[CH:4][CH:3]=1.CO.[NH3:41]. Product: [CH2:1]([O:8][C:9](=[O:10])[NH:11][C@@H:12]([CH2:37][OH:38])[C:13]([N:15]1[CH2:19][CH2:18][CH2:17][C@H:16]1[C:20]([N:22]1[CH2:26][CH2:25][CH2:24][C@H:23]1[C:27](=[O:28])[NH:29][C@@H:30]([CH2:35][OH:36])[C:31]([NH2:41])=[O:33])=[O:21])=[O:14])[C:2]1[CH:3]=[CH:4][CH:5]=[CH:6][CH:7]=1. The catalyst class is: 5. (2) Reactant: [CH3:1][O:2][C:3]([C:5]1[CH:9]=[CH:8][NH:7][N:6]=1)=[O:4].[H-].[Na+].Cl[C:13]1[CH2:17][C:16]([C:22]2[CH:27]=[C:26]([Cl:28])[CH:25]=[C:24]([Cl:29])[CH:23]=2)([C:18]([F:21])([F:20])[F:19])[O:15][N:14]=1.N1C=CC=N1. Product: [CH3:1][O:2][C:3]([C:5]1[CH:9]=[CH:8][N:7]([C:13]2[CH2:17][C:16]([C:22]3[CH:27]=[C:26]([Cl:28])[CH:25]=[C:24]([Cl:29])[CH:23]=3)([C:18]([F:19])([F:20])[F:21])[O:15][N:14]=2)[N:6]=1)=[O:4]. The catalyst class is: 10. (3) Reactant: [CH3:1][C:2]1([CH3:10])[CH2:9][C:7](=[O:8])[CH2:6][C:4](=[O:5])[CH2:3]1.Cl.CN(C)CCCN=C=NCC.[C:23](O)(=[O:25])[CH3:24]. Product: [C:23]([OH:25])(=[C:6]1[C:7](=[O:8])[CH2:9][C:2]([CH3:10])([CH3:1])[CH2:3][C:4]1=[O:5])[CH3:24]. The catalyst class is: 456.